The task is: Regression. Given two drug SMILES strings and cell line genomic features, predict the synergy score measuring deviation from expected non-interaction effect.. This data is from NCI-60 drug combinations with 297,098 pairs across 59 cell lines. (1) Drug 1: CC1C(C(CC(O1)OC2CC(CC3=C2C(=C4C(=C3O)C(=O)C5=C(C4=O)C(=CC=C5)OC)O)(C(=O)C)O)N)O.Cl. Drug 2: C1=CC=C(C(=C1)C(C2=CC=C(C=C2)Cl)C(Cl)Cl)Cl. Cell line: KM12. Synergy scores: CSS=23.3, Synergy_ZIP=-2.24, Synergy_Bliss=0.393, Synergy_Loewe=-17.1, Synergy_HSA=2.22. (2) Drug 1: COC1=CC(=CC(=C1O)OC)C2C3C(COC3=O)C(C4=CC5=C(C=C24)OCO5)OC6C(C(C7C(O6)COC(O7)C8=CC=CS8)O)O. Drug 2: C1CNP(=O)(OC1)N(CCCl)CCCl. Cell line: SK-MEL-2. Synergy scores: CSS=46.3, Synergy_ZIP=1.19, Synergy_Bliss=2.77, Synergy_Loewe=-61.9, Synergy_HSA=2.68.